From a dataset of Full USPTO retrosynthesis dataset with 1.9M reactions from patents (1976-2016). Predict the reactants needed to synthesize the given product. Given the product [O:25]=[C:11]1[NH:12][C:13]([C:19]2[CH:24]=[CH:23][CH:22]=[CH:21][CH:20]=2)([CH2:16][CH2:17][CH3:18])[C:14](=[O:15])[N:10]1[CH2:9][C:8]([C:5]1[CH:6]=[CH:7][C:2]([NH:1][C:39]([CH:35]2[CH2:36][CH2:37][CH2:38][NH:34]2)=[O:40])=[CH:3][CH:4]=1)=[O:26], predict the reactants needed to synthesize it. The reactants are: [NH2:1][C:2]1[CH:7]=[CH:6][C:5]([C:8](=[O:26])[CH2:9][N:10]2[C:14](=[O:15])[C:13]([C:19]3[CH:24]=[CH:23][CH:22]=[CH:21][CH:20]=3)([CH2:16][CH2:17][CH3:18])[NH:12][C:11]2=[O:25])=[CH:4][CH:3]=1.C(OC([N:34]1[CH2:38][CH2:37][CH2:36][CH:35]1[C:39](O)=[O:40])=O)(C)(C)C.